Predict the product of the given reaction. From a dataset of Forward reaction prediction with 1.9M reactions from USPTO patents (1976-2016). (1) Given the reactants [CH3:1][O:2][C:3]1[CH:8]=[CH:7][C:6]([CH2:9][C:10]([N:12]([CH2:19][C:20]2[CH:25]=[CH:24][C:23]([CH3:26])=[CH:22][CH:21]=2)[CH:13]2[CH2:18][CH2:17][NH:16][CH2:15][CH2:14]2)=[O:11])=[CH:5][CH:4]=1.[NH:27]1[C:31]2[CH:32]=[CH:33][CH:34]=[CH:35][C:30]=2[NH:29][C:28]1=[O:36].[C:37](=O)([O-])[O-].[Na+].[Na+].[C:43](#N)[CH3:44], predict the reaction product. The product is: [CH3:1][O:2][C:3]1[CH:4]=[CH:5][C:6]([CH2:9][C:10]([N:12]([CH2:19][C:20]2[CH:21]=[CH:22][C:23]([CH3:26])=[CH:24][CH:25]=2)[CH:13]2[CH2:14][CH2:15][N:16]([CH2:37][CH2:43][CH2:44][N:27]3[C:31]4[CH:32]=[CH:33][CH:34]=[CH:35][C:30]=4[NH:29][C:28]3=[O:36])[CH2:17][CH2:18]2)=[O:11])=[CH:7][CH:8]=1. (2) Given the reactants [CH:1]1([C@@H:4]([NH2:6])[CH3:5])[CH2:3][CH2:2]1.[Br:7][C:8]1[CH:9]=[CH:10][C:11]([C:14](O)=[O:15])=[N:12][CH:13]=1.F[P-](F)(F)(F)(F)F.N1(O[P+](N(C)C)(N(C)C)N(C)C)C2C=CC=CC=2N=N1.C(N(CC)C(C)C)(C)C.C([O-])([O-])=O.[Na+].[Na+], predict the reaction product. The product is: [Br:7][C:8]1[CH:9]=[CH:10][C:11]([C:14]([NH:6][C@H:4]([CH:1]2[CH2:3][CH2:2]2)[CH3:5])=[O:15])=[N:12][CH:13]=1. (3) The product is: [CH2:1]([O:8][C:9]([N:11]1[CH:15]([C:16](=[O:18])[NH:58][C:59]2[CH:64]=[CH:63][CH:62]=[CH:61][CH:60]=2)[CH2:14][S:13][CH:12]1[C:19]1[CH:20]=[N:27][CH:26]=[CH:23][CH:24]=1)=[O:10])[C:2]1[CH:3]=[CH:4][CH:5]=[CH:6][CH:7]=1. Given the reactants [CH2:1]([O:8][C:9]([N:11]1[CH:15]([C:16]([OH:18])=O)[CH2:14][S:13][CH:12]1[C:19]1[CH:24]=[CH:23]N=C[CH:20]=1)=[O:10])[C:2]1[CH:7]=[CH:6][CH:5]=[CH:4][CH:3]=1.C[CH2:26][N:27](C(C)C)C(C)C.CN(C(ON1N=NC2C=CC=NC1=2)=[N+](C)C)C.F[P-](F)(F)(F)(F)F.[NH2:58][C:59]1[CH:64]=[CH:63][CH:62]=[CH:61][CH:60]=1, predict the reaction product. (4) Given the reactants [N:1]([CH2:4][C:5]([O:7][CH2:8][CH3:9])=[O:6])=[C:2]=[O:3].Cl.O1CCOCC1.[CH3:17][C:18]([OH:23])([CH2:21][CH3:22])[CH2:19][CH3:20], predict the reaction product. The product is: [CH2:19]([C:18]([CH3:17])([O:23][C:2]([NH:1][CH2:4][C:5]([O:7][CH2:8][CH3:9])=[O:6])=[O:3])[CH2:21][CH3:22])[CH3:20]. (5) Given the reactants [CH3:1][N:2]1[C:6]([NH:7][C:8]2[N:13]=[CH:12][C:11]([O:14][CH2:15][C:16]3[C:21]([F:22])=[C:20]([F:23])[CH:19]=[C:18]([F:24])[C:17]=3[F:25])=[CH:10][N:9]=2)=[CH:5][C:4]([C:26]([OH:28])=O)=[N:3]1.[CH3:29][N:30]1[CH2:35][CH2:34][NH:33][CH2:32][CH2:31]1.N1(O)C2C=CC=CC=2N=N1.Cl.C(N(CC)CCCN=C=NCC)C.C(=O)([O-])O.[Na+], predict the reaction product. The product is: [CH3:29][N:30]1[CH2:35][CH2:34][N:33]([C:26]([C:4]2[CH:5]=[C:6]([NH:7][C:8]3[N:13]=[CH:12][C:11]([O:14][CH2:15][C:16]4[C:21]([F:22])=[C:20]([F:23])[CH:19]=[C:18]([F:24])[C:17]=4[F:25])=[CH:10][N:9]=3)[N:2]([CH3:1])[N:3]=2)=[O:28])[CH2:32][CH2:31]1.